Dataset: Catalyst prediction with 721,799 reactions and 888 catalyst types from USPTO. Task: Predict which catalyst facilitates the given reaction. (1) Reactant: [Cl:1][C:2]1[CH:7]=[CH:6][C:5]([C:8]#[C:9][CH2:10][CH2:11][CH2:12][C:13]2([S:20]([C:23]3[CH:28]=[CH:27][C:26]([O:29][CH3:30])=[CH:25][CH:24]=3)(=[O:22])=[O:21])[S:17][C:16](=[O:18])[NH:15][C:14]2=[O:19])=[CH:4][CH:3]=1.[Br:31][CH2:32][CH2:33][CH2:34]Br.C(=O)([O-])[O-].[K+].[K+]. The catalyst class is: 3. Product: [Cl:1][C:2]1[CH:7]=[CH:6][C:5]([C:8]#[C:9][CH2:10][CH2:11][CH2:12][C:13]2([S:20]([C:23]3[CH:24]=[CH:25][C:26]([O:29][CH3:30])=[CH:27][CH:28]=3)(=[O:22])=[O:21])[S:17][C:16](=[O:18])[N:15]([CH2:34][CH2:33][CH2:32][Br:31])[C:14]2=[O:19])=[CH:4][CH:3]=1. (2) Product: [C:21]1([C:2]2[CH:3]=[C:4]([C:18]([OH:20])=[O:19])[C:5]([O:8][C:9]3[C:14]([CH3:15])=[CH:13][C:12]([CH3:16])=[CH:11][C:10]=3[CH3:17])=[N:6][CH:7]=2)[CH:26]=[CH:25][CH:24]=[CH:23][CH:22]=1. Reactant: Br[C:2]1[CH:3]=[C:4]([C:18]([OH:20])=[O:19])[C:5]([O:8][C:9]2[C:14]([CH3:15])=[CH:13][C:12]([CH3:16])=[CH:11][C:10]=2[CH3:17])=[N:6][CH:7]=1.[C:21]1(B(O)O)[CH:26]=[CH:25][CH:24]=[CH:23][CH:22]=1.C([O-])([O-])=O.[K+].[K+]. The catalyst class is: 104. (3) Reactant: C(N(CCCC)CCCC)CCC.FC(F)(F)S(O[C:20]1[C:21]([C:26]([O:28][CH3:29])=[O:27])=[N:22][CH:23]=[CH:24][CH:25]=1)(=O)=O.[F:32][C:33]1[CH:40]=[CH:39][C:36]([CH:37]=[CH2:38])=[CH:35][CH:34]=1. Product: [F:32][C:33]1[CH:40]=[CH:39][C:36]([CH:37]=[CH:38][C:20]2[C:21]([C:26]([O:28][CH3:29])=[O:27])=[N:22][CH:23]=[CH:24][CH:25]=2)=[CH:35][CH:34]=1. The catalyst class is: 122. (4) Reactant: [F:1][C:2]1[CH:3]=[C:4]([NH:34][C:35]([C:37]2[C:38](=[O:50])[N:39]([C:43]3[CH:48]=[CH:47][C:46]([F:49])=[CH:45][CH:44]=3)[N:40]=[CH:41][CH:42]=2)=[O:36])[CH:5]=[CH:6][C:7]=1[O:8][C:9]1[CH:14]=[CH:13][N:12]=[C:11]2[N:15]([CH2:25][C:26]3[CH:31]=[CH:30][C:29]([O:32][CH3:33])=[CH:28][CH:27]=3)[N:16]=[C:17]([O:18][C@H:19]3[CH2:24][CH2:23][CH2:22][NH:21][CH2:20]3)[C:10]=12.C=O.[C:53](O)(=O)C.[BH-](OC(C)=O)(OC(C)=O)OC(C)=O.[Na+]. Product: [F:1][C:2]1[CH:3]=[C:4]([NH:34][C:35]([C:37]2[C:38](=[O:50])[N:39]([C:43]3[CH:44]=[CH:45][C:46]([F:49])=[CH:47][CH:48]=3)[N:40]=[CH:41][CH:42]=2)=[O:36])[CH:5]=[CH:6][C:7]=1[O:8][C:9]1[CH:14]=[CH:13][N:12]=[C:11]2[N:15]([CH2:25][C:26]3[CH:31]=[CH:30][C:29]([O:32][CH3:33])=[CH:28][CH:27]=3)[N:16]=[C:17]([O:18][C@H:19]3[CH2:24][CH2:23][CH2:22][N:21]([CH3:53])[CH2:20]3)[C:10]=12. The catalyst class is: 1. (5) Reactant: [C:1](Cl)(=[O:3])[CH3:2].[Cl:5][CH2:6][C@H:7]1[C:15]2[C:14]3[CH:16]=[CH:17][CH:18]=[CH:19][C:13]=3[C:12]([OH:20])=[CH:11][C:10]=2[N:9]([C:21]([O:23][C:24]([CH3:27])([CH3:26])[CH3:25])=[O:22])[CH2:8]1.N1C=CC=CC=1. Product: [C:1]([O:20][C:12]1[C:13]2[CH:19]=[CH:18][CH:17]=[CH:16][C:14]=2[C:15]2[C@H:7]([CH2:6][Cl:5])[CH2:8][N:9]([C:21]([O:23][C:24]([CH3:27])([CH3:26])[CH3:25])=[O:22])[C:10]=2[CH:11]=1)(=[O:3])[CH3:2]. The catalyst class is: 2. (6) Reactant: [BH4-].[Li+].C([O:5][C:6](=O)[C@@H:7]([NH:14][S:15]([C:18]1[CH:23]=[CH:22][C:21]([Cl:24])=[CH:20][CH:19]=1)(=[O:17])=[O:16])[C@H:8]([CH3:13])[C:9]([F:12])([F:11])[F:10])C.Cl. Product: [Cl:24][C:21]1[CH:22]=[CH:23][C:18]([S:15]([NH:14][C@H:7]([CH2:6][OH:5])[C@H:8]([CH3:13])[C:9]([F:10])([F:11])[F:12])(=[O:17])=[O:16])=[CH:19][CH:20]=1. The catalyst class is: 1. (7) Reactant: [S:1]1[CH:5]=[CH:4][N:3]=[C:2]1[CH:6]([OH:8])[CH3:7].[Br:9][CH2:10][C:11]([O:13][CH2:14][CH3:15])=[O:12]. The catalyst class is: 10. Product: [Br-:9].[CH2:14]([O:13][C:11](=[O:12])[CH2:10][SH:1]1[CH:5]=[CH:4][NH+:3]=[C:2]1[CH:6]([OH:8])[CH3:7])[CH3:15]. (8) Reactant: [Br:1][C:2]1[CH:7]=[CH:6][C:5]([N:8]=[C:9]=[S:10])=[CH:4][CH:3]=1.[CH3:11][C:12]([CH3:17])([CH3:16])[CH:13]([NH2:15])[CH3:14]. Product: [Br:1][C:2]1[CH:7]=[CH:6][C:5]([NH:8][C:9]([NH:15][CH:13]([CH3:14])[C:12]([CH3:17])([CH3:16])[CH3:11])=[S:10])=[CH:4][CH:3]=1. The catalyst class is: 1. (9) Reactant: [Cl:1][C:2]1[CH:3]=[N:4][CH:5]=[C:6]([Cl:9])[C:7]=1Cl.[NH:10]1[CH2:15][CH2:14][CH:13]([C:16]([O:18][CH2:19][CH3:20])=[O:17])[CH2:12][CH2:11]1.C(N(CC)CC)C.C(OCC)(=O)C. Product: [Cl:9][C:6]1[CH:5]=[N:4][CH:3]=[C:2]([Cl:1])[C:7]=1[N:10]1[CH2:15][CH2:14][CH:13]([C:16]([O:18][CH2:19][CH3:20])=[O:17])[CH2:12][CH2:11]1. The catalyst class is: 113. (10) Reactant: [Cl:1][C:2]1[C:7]([C:8](N2C=CN=C2)=[O:9])=[CH:6][N:5]=[C:4]2[NH:15][CH:16]=[CH:17][C:3]=12.C(N(C(C)C)C(C)C)C.Cl.[CH3:28][O:29][C:30](=[O:33])[CH2:31][NH2:32].O. Product: [Cl:1][C:2]1[C:7]([C:8]([NH:32][CH2:31][C:30]([O:29][CH3:28])=[O:33])=[O:9])=[CH:6][N:5]=[C:4]2[NH:15][CH:16]=[CH:17][C:3]=12. The catalyst class is: 9.